The task is: Binary classification across 12 toxicity assays.. This data is from Tox21: 12 toxicity assays (nuclear receptors and stress response pathways). (1) The molecule is CCN(CC)C(=O)/C(C#N)=C/c1cc(O)c(O)c([N+](=O)[O-])c1. It tested positive (active) for: SR-ARE (Antioxidant Response Element (oxidative stress)), and SR-HSE (Heat Shock Element response). (2) The molecule is CC(C)(C)c1ccc(CSc2cnn(C(C)(C)C)c(=O)c2Cl)cc1. It tested positive (active) for: NR-Aromatase (Aromatase enzyme inhibition), SR-ARE (Antioxidant Response Element (oxidative stress)), and SR-MMP (Mitochondrial Membrane Potential disruption). (3) The molecule is COc1cccc(O)c1O. It tested positive (active) for: NR-AhR (Aryl hydrocarbon Receptor agonist activity), NR-ER-LBD (Estrogen Receptor Ligand Binding Domain agonist), NR-PPAR-gamma (PPAR-gamma nuclear receptor agonist), SR-ARE (Antioxidant Response Element (oxidative stress)), SR-ATAD5 (ATAD5 genotoxicity (DNA damage)), and SR-HSE (Heat Shock Element response). (4) It tested positive (active) for: NR-ER (Estrogen Receptor agonist activity). The molecule is CCc1cc(C(N)=S)ccn1. (5) The molecule is C[C@]12CC[C@H]3[C@@H](CC[C@H]4CC(=O)CC[C@@]43C)[C@@H]1CC[C@@H]2O. It tested positive (active) for: NR-AR (Androgen Receptor agonist activity), NR-AR-LBD (Androgen Receptor Ligand Binding Domain agonist), NR-ER (Estrogen Receptor agonist activity), NR-ER-LBD (Estrogen Receptor Ligand Binding Domain agonist), SR-ARE (Antioxidant Response Element (oxidative stress)), and SR-MMP (Mitochondrial Membrane Potential disruption). (6) The compound is O=C(O)CN(CCN(CC(=O)O)CC(=O)O)CCN(CC(=O)O)CC(=O)O. It tested positive (active) for: SR-ATAD5 (ATAD5 genotoxicity (DNA damage)). (7) The molecule is CC1(C)CON(Cc2ccccc2Cl)C1=O. It tested positive (active) for: SR-ARE (Antioxidant Response Element (oxidative stress)).